This data is from Experimentally validated miRNA-target interactions with 360,000+ pairs, plus equal number of negative samples. The task is: Binary Classification. Given a miRNA mature sequence and a target amino acid sequence, predict their likelihood of interaction. (1) The miRNA is hsa-miR-4768-5p with sequence AUUCUCUCUGGAUCCCAUGGAU. The protein sequence of the target gene is MSTNENANLPAARLNRFKNKGKDSTEMRRRRIEVNVELRKAKKDEQMLKRRNVSSFPDDATSPLQENRNNQGTVNWSVEDIVKGINSNNLESQLQATQAARKLLSREKQPPIDNIIRAGLIPKFVSFLGKTDCSPIQFESAWALTNIASGTSEQTKAVVDGGAIPAFISLLASPHAHISEQAVWALGNIAGDGSAFRDLVIKHGAIDPLLALLAVPDLSTLACGYLRNLTWTLSNLCRNKNPAPPLDAVEQILPTLVRLLHHNDPEVLADSCWAISYLTDGPNERIEMVVKKGVVPQLVK.... Result: 0 (no interaction). (2) The miRNA is hsa-miR-324-3p with sequence CCCACUGCCCCAGGUGCUGCUGG. The protein sequence of the target gene is MVSKMIIENFEALKSWLSKTLEPICDADPSALAKYVLALVKKDKSEKELKALCIDQLDVFLQKETQIFVEKLFDAVNTKSYLPPPEQPSSGSLKVEFFPHQEKDIKKEEITKEEEREKKFSRRLNHSPPQSSSRYRENRSRDERKKDDRSRKRDYDRNPPRRDSYRDRYNRRRGRSRSYSRSRSRSWSKERLRERDRDRSRTRSRSRTRSRERDLVKPKYDLDRTDPLENNYTPVSSVPSISSGHYPVPTLSSTITVIAPTHHGNNTTESWSEFHEDQVDHNSYVRPPMPKKRCRDYDEK.... Result: 1 (interaction). (3) The miRNA is mmu-miR-223-3p with sequence UGUCAGUUUGUCAAAUACCCCA. The protein sequence of the target gene is MGTEGKAGRKLLFLFTSMILGSLVQGKGSVYTAQSDVQVPENESIKLTCTYSGFSSPRVEWKFVQGSTTALVCYNSQITAPYADRVTFSSSGITFSSVTRKDNGEYTCMVSEEGGQNYGEVSIHLTVLVPPSKPTISVPSSVTIGNRAVLTCSEHDGSPPSEYSWFKDGISMLTADAKKTRAFMNSSFTIDPKSGDLIFDPVTAFDSGEYYCQAQNGYGTAMRSEAAHMDAVELNVGGIVAAVLVTLILLGLLIFGVWFAYSRGYFERTKKGTAPGKKVIYSQPSTRSEGEFKQTSSFLV.... Result: 1 (interaction). (4) The miRNA is hsa-miR-4478 with sequence GAGGCUGAGCUGAGGAG. The protein sequence of the target gene is MTAGGQAEAEGAGGEPGAARLPSRVARLLSALFYGTCSFLIVLVNKALLTTYGFPSPIFLGIGQMAATIMILYVSKLNKIIHFPDFDKKIPVKLFPLPLLYVGNHISGLSSTSKLSLPMFTVLRKFTIPLTLLLETIILGKQYSLNIILSVFAIILGAFIAAGSDLAFNLEGYIFVFLNDIFTAANGVYTKQKMDPKELGKYGVLFYNACFMIIPTLIISVSTGDLQQATEFNQWKNVVFILQFLLSCFLGFLLMYSTVLCSYYNSALTTAVVGAIKNVSVAYIGILIGGDYIFSLLNFV.... Result: 1 (interaction). (5) The miRNA is mmu-miR-1249-3p with sequence ACGCCCUUCCCCCCCUUCUUCA. The protein sequence of the target gene is MGVIGIQLVVTMVMASVMQKIIPHYSLARWLLCNGSLRWYQHPTEEELRILAGKQQKGKTKKDRKYNGHIESKPLTIPKDIDLHLETKSVTEVDTLALHYFPEYQWLVDFTVAATVVYLVTEVYYNFMKPTQEMNISLVWCLLVLSFAIKVLFSLTTHYFKVEDGGERSVCVTFGFFFFVKAMAVLIVTENYLEFGLETGFTNFSDSAMQFLEKQGLESQSPVSKLTFKFFLAIFCSFIGAFLTFPGLRLAQMHLDALNLATEKITQTLLHINFLAPLFMVLLWVKPITKDYIMNPPLGK.... Result: 0 (no interaction). (6) The miRNA is hsa-miR-5688 with sequence UAACAAACACCUGUAAAACAGC. The protein sequence of the target gene is MKKKTVCTLNMGDKKYEDMEGEENGDNTISTGLLYSEADRCPICLNCLLEKEVGFPESCNHVFCMTCILKWAETLASCPIDRKPFQAVFKFSALEGYVKVQVKKQLRETKDKKNENSFEKQVSCHENSKSCIRRKAIVREDLLSAKVCDLKWIHRNSLYSETGGKKNAAIKINKPQRSNWSTNQCFRNFFSNMFSSVSHSGESSFTYRAYCTEFIEASEISALIRQKRHELELSWFPDTLPGIGRIGFIPWNVETEVLPLISSVLPRTIFPTSTISFEHFGTSCKGYALAHTQEGEEKKQ.... Result: 0 (no interaction).